Task: Predict the reactants needed to synthesize the given product.. Dataset: Full USPTO retrosynthesis dataset with 1.9M reactions from patents (1976-2016) Given the product [NH2:22][C:16]1[CH:9]=[C:10]([C:17]#[N:18])[C:11](=[CH:14][CH:15]=1)[C:12]#[N:13], predict the reactants needed to synthesize it. The reactants are: C(C1C=CC([C:9]2[CH:16]=[CH:15][CH:14]=[C:11]([C:12]#[N:13])[C:10]=2[C:17]#[N:18])=CC=1)=C.CO.C[N:22](CCO)C.